From a dataset of Catalyst prediction with 721,799 reactions and 888 catalyst types from USPTO. Predict which catalyst facilitates the given reaction. (1) Reactant: [CH2:1]([O:3][C:4](=[O:24])[CH:5]=[C:6]([C:13]1[C:21]([O:22][CH3:23])=[CH:20][CH:19]=[C:18]2[C:14]=1[CH:15]=[CH:16][NH:17]2)[C:7]1[CH:12]=[CH:11][CH:10]=[CH:9][CH:8]=1)[CH3:2]. The catalyst class is: 50. Product: [CH2:1]([O:3][C:4](=[O:24])[CH2:5][CH:6]([C:13]1[C:21]([O:22][CH3:23])=[CH:20][CH:19]=[C:18]2[C:14]=1[CH:15]=[CH:16][NH:17]2)[C:7]1[CH:12]=[CH:11][CH:10]=[CH:9][CH:8]=1)[CH3:2]. (2) Reactant: [CH2:1]([O:8][CH2:9][CH2:10][O:11][C:12]1[CH:17]=[CH:16][C:15]([F:18])=[CH:14][C:13]=1[Br:19])[C:2]1[CH:7]=[CH:6][CH:5]=[CH:4][CH:3]=1.[Li+].CC([N-]C(C)C)C.CN([CH:31]=[O:32])C. Product: [CH2:1]([O:8][CH2:9][CH2:10][O:11][C:12]1[C:13]([Br:19])=[C:14]([C:15]([F:18])=[CH:16][CH:17]=1)[CH:31]=[O:32])[C:2]1[CH:3]=[CH:4][CH:5]=[CH:6][CH:7]=1. The catalyst class is: 1.